Dataset: Reaction yield outcomes from USPTO patents with 853,638 reactions. Task: Predict the reaction yield, written as a fraction of the theoretical maximum amount of product (1.0 means a 100% yield; for example, 0.34 means a 34% yield). (1) The reactants are C([O:3][C:4]([C:6]1[N:11]2[N:12]=[CH:13][CH:14]=[C:10]2[N:9]=[C:8]([C:15]2[CH:20]=[CH:19][C:18]([Cl:21])=[CH:17][CH:16]=2)[CH:7]=1)=O)C.[BH4-].[Na+]. The catalyst is CO.O1CCCC1. The product is [Cl:21][C:18]1[CH:19]=[CH:20][C:15]([C:8]2[CH:7]=[C:6]([CH2:4][OH:3])[N:11]3[N:12]=[CH:13][CH:14]=[C:10]3[N:9]=2)=[CH:16][CH:17]=1. The yield is 0.870. (2) The reactants are [O:1]([C:8]1[C:9]([NH:21][C:22]2[S:26][N:25]=[C:24]([CH:27]3[CH2:32][CH2:31][NH:30][CH2:29][CH2:28]3)[N:23]=2)=[N:10][CH:11]=[C:12]([S:14][C:15]2[CH:20]=[CH:19][CH:18]=[CH:17][N:16]=2)[CH:13]=1)[C:2]1[CH:7]=[CH:6][CH:5]=[CH:4][CH:3]=1.[C:33]([O:37][C:38](CC(O)=O)=[O:39])([CH3:36])([CH3:35])[CH3:34].Cl.[CH2:45]([N:47]=C=NCCCN(C)C)[CH3:46].C(N(CC)CC)C.[OH2:63]. The catalyst is CN(C)C1C=CN=CC=1.C(Cl)Cl. The product is [O:63]=[C:46]([N:30]1[CH2:31][CH2:32][CH:27]([C:24]2[N:23]=[C:22]([NH:21][C:9]3[C:8]([O:1][C:2]4[CH:7]=[CH:6][CH:5]=[CH:4][CH:3]=4)=[CH:13][C:12]([S:14][C:15]4[CH:20]=[CH:19][CH:18]=[CH:17][N:16]=4)=[CH:11][N:10]=3)[S:26][N:25]=2)[CH2:28][CH2:29]1)[CH2:45][NH:47][C:38](=[O:39])[O:37][C:33]([CH3:34])([CH3:35])[CH3:36]. The yield is 0.833.